Dataset: Peptide-MHC class II binding affinity with 134,281 pairs from IEDB. Task: Regression. Given a peptide amino acid sequence and an MHC pseudo amino acid sequence, predict their binding affinity value. This is MHC class II binding data. (1) The peptide sequence is GELQIVDKIRAAFKI. The MHC is DRB5_0101 with pseudo-sequence DRB5_0101. The binding affinity (normalized) is 0.801. (2) The peptide sequence is FHEMNNGGDAMYMAL. The MHC is DRB5_0101 with pseudo-sequence DRB5_0101. The binding affinity (normalized) is 0.144. (3) The peptide sequence is MKKYFAATQFEPLAA. The MHC is HLA-DQA10101-DQB10501 with pseudo-sequence HLA-DQA10101-DQB10501. The binding affinity (normalized) is 0.418. (4) The peptide sequence is SGAGWSGMAEATSLD. The MHC is DRB1_1302 with pseudo-sequence DRB1_1302. The binding affinity (normalized) is 0. (5) The peptide sequence is LLYCFRKDMDKVETF. The MHC is DRB5_0101 with pseudo-sequence DRB5_0101. The binding affinity (normalized) is 0.208. (6) The peptide sequence is STEQNVPDPQVGITT. The MHC is DRB1_0401 with pseudo-sequence DRB1_0401. The binding affinity (normalized) is 0. (7) The peptide sequence is LFKVRNGGEIGAVAL. The MHC is DRB5_0101 with pseudo-sequence DRB5_0101. The binding affinity (normalized) is 0.491. (8) The peptide sequence is TRILTIPQSLDSWWTSLNF. The MHC is HLA-DPA10201-DPB10501 with pseudo-sequence HLA-DPA10201-DPB10501. The binding affinity (normalized) is 0.217.